The task is: Predict which catalyst facilitates the given reaction.. This data is from Catalyst prediction with 721,799 reactions and 888 catalyst types from USPTO. (1) Reactant: [CH3:1][O:2][C:3]1[CH:4]=C(CC(O)=O)[CH:6]=[CH:7][C:8]=1[NH:9][C:10]([NH:12][C:13]1[CH:18]=[CH:17][CH:16]=[CH:15][C:14]=1[CH3:19])=[O:11].[CH3:24][NH:25][CH2:26][CH2:27][N:28]1[CH2:33][CH2:32][CH:31]([CH2:34][C:35]([O:37][CH2:38][CH3:39])=[O:36])[CH2:30][CH2:29]1.[CH3:40]CN=C=NCCCN(C)C.Cl.C1C=CC2N(O)N=NC=2C=1.[CH3:62][CH2:63][O:64]C(C)=O. Product: [CH3:40][C:3]1([O:2][CH3:1])[C:8]([NH:9][C:10]([NH:12][C:13]2[CH:18]=[CH:17][CH:16]=[CH:15][C:14]=2[CH3:19])=[O:11])=[CH:7][CH:6]=[C:24]([N:25]([CH2:26][CH2:27][N:28]2[CH2:29][CH2:30][CH:31]([CH2:34][C:35]([O:37][CH2:38][CH3:39])=[O:36])[CH2:32][CH2:33]2)[C:63](=[O:64])[CH3:62])[CH2:4]1. The catalyst class is: 239. (2) Reactant: C1[O:12][C:4]2[CH:5]=[C:6]([N+:9]([O-:11])=[O:10])[CH:7]=[CH:8][C:3]=2O1.[N+](C1C=C(O)[C:19](=CC=1)[OH:20])([O-])=O. Product: [N+:9]([C:6]1[C:5]2[CH2:19][O:20][O:12][C:4]=2[CH:3]=[CH:8][CH:7]=1)([O-:11])=[O:10]. The catalyst class is: 10. (3) Reactant: [F:1][C:2]1[C:7]2[N:8]=[CH:9][O:10][C:6]=2[CH:5]=[C:4]([C:11](O)=[O:12])[C:3]=1[NH:14][C:15]1[CH:20]=[CH:19][C:18]([I:21])=[CH:17][C:16]=1[F:22].C1C=CC2N(O)N=NC=2C=1.CCN=C=NCCCN(C)C.[CH3:44][C:45]1([CH3:53])[O:49][CH:48]([CH2:50][O:51][NH2:52])[CH2:47][O:46]1.[NH4+].[Cl-]. Product: [CH3:44][C:45]1([CH3:53])[O:49][CH:48]([CH2:50][O:51][NH:52][C:11]([C:4]2[C:3]([NH:14][C:15]3[CH:20]=[CH:19][C:18]([I:21])=[CH:17][C:16]=3[F:22])=[C:2]([F:1])[C:7]3[N:8]=[CH:9][O:10][C:6]=3[CH:5]=2)=[O:12])[CH2:47][O:46]1. The catalyst class is: 2. (4) Reactant: [Cl:1][C:2]1[CH:7]=[C:6](Cl)[N:5]=[C:4]([CH3:9])[N:3]=1.[CH3:10][S-:11].[Na+]. Product: [Cl:1][C:2]1[CH:7]=[C:6]([S:11][CH3:10])[N:5]=[C:4]([CH3:9])[N:3]=1. The catalyst class is: 11. (5) Reactant: Cl[C:2]1[C:11]2[C:6](=[CH:7][C:8]([O:14][CH3:15])=[C:9]([O:12][CH3:13])[CH:10]=2)[CH:5]=[C:4]([NH:16][C:17]2[CH:21]=[C:20]([CH:22]3[CH2:24][CH2:23]3)[NH:19][N:18]=2)[N:3]=1. The catalyst class is: 41. Product: [CH:22]1([C:20]2[NH:19][N:18]=[C:17]([NH:16][C:4]3[N:3]=[C:2]([O:12][CH:9]([CH3:10])[CH3:8])[C:11]4[C:6]([CH:5]=3)=[CH:7][C:8]([O:14][CH3:15])=[C:9]([O:12][CH3:13])[CH:10]=4)[CH:21]=2)[CH2:24][CH2:23]1. (6) Reactant: [Cl:1][CH2:2][C:3]1[CH:11]=[CH:10][C:6]([C:7](Cl)=[O:8])=[CH:5][CH:4]=1.[CH2:12]([NH:14][CH2:15][C:16]1[CH:21]=[CH:20][CH:19]=[CH:18][CH:17]=1)[CH3:13]. Product: [CH2:15]([N:14]([CH2:12][CH3:13])[C:7](=[O:8])[C:6]1[CH:10]=[CH:11][C:3]([CH2:2][Cl:1])=[CH:4][CH:5]=1)[C:16]1[CH:21]=[CH:20][CH:19]=[CH:18][CH:17]=1. The catalyst class is: 258. (7) Reactant: [C:1]1([C:7](=[O:12])[C:8](=[N:10]O)[CH3:9])[CH:6]=[CH:5][CH:4]=[CH:3][CH:2]=1. Product: [NH2:10][CH:8]([CH3:9])[CH:7]([C:1]1[CH:6]=[CH:5][CH:4]=[CH:3][CH:2]=1)[OH:12]. The catalyst class is: 349.